Dataset: Retrosynthesis with 50K atom-mapped reactions and 10 reaction types from USPTO. Task: Predict the reactants needed to synthesize the given product. Given the product N[C@@H](Cc1c[nH]c2ccccc12)c1nc2c(C(F)(F)F)cccc2c(O)c1C(=O)Nc1nccs1, predict the reactants needed to synthesize it. The reactants are: CC(C)(C)OC(=O)N[C@@H](Cc1c[nH]c2ccccc12)c1nc2c(C(F)(F)F)cccc2c(O)c1C(=O)Nc1nccs1.